Predict the product of the given reaction. From a dataset of Forward reaction prediction with 1.9M reactions from USPTO patents (1976-2016). (1) Given the reactants F[C:2]1[CH:9]=[CH:8][C:7]([O:10][CH3:11])=[CH:6][C:3]=1[C:4]#[N:5].ClC1C=[CH:15][C:16]([S:21]CC)=C(C=1)C#N, predict the reaction product. The product is: [CH2:16]([S:21][C:2]1[CH:9]=[CH:8][C:7]([O:10][CH3:11])=[CH:6][C:3]=1[CH2:4][NH2:5])[CH3:15]. (2) Given the reactants [F:1][C:2]1[CH:10]=[C:9]2[C:5]([C:6]([C:12]3[N:13]=[C:14]4[C:20]([C:21](O)=[O:22])=[CH:19][NH:18][C:15]4=[N:16][CH:17]=3)=[N:7][N:8]2[CH3:11])=[CH:4][CH:3]=1.[CH3:24][C:25]1([NH2:28])[CH2:27][CH2:26]1.CN(C(ON1N=NC2C=CC=NC1=2)=[N+](C)C)C.F[P-](F)(F)(F)(F)F.CCN(C(C)C)C(C)C, predict the reaction product. The product is: [F:1][C:2]1[CH:10]=[C:9]2[C:5]([C:6]([C:12]3[N:13]=[C:14]4[C:20]([C:21]([NH:28][C:25]5([CH3:24])[CH2:27][CH2:26]5)=[O:22])=[CH:19][NH:18][C:15]4=[N:16][CH:17]=3)=[N:7][N:8]2[CH3:11])=[CH:4][CH:3]=1. (3) Given the reactants [CH3:1][CH:2]([C:7]1[CH:12]=[CH:11][CH:10]=[CH:9][C:8]=1[NH:13][C:14]([C:16]1[C:20]([C:21]([F:24])([F:23])[F:22])=[CH:19][N:18]([CH3:25])[CH:17]=1)=O)[CH2:3][CH:4]([CH3:6])[CH3:5].P12(SP3(SP(SP(S3)(S1)=S)(=S)S2)=S)=[S:27], predict the reaction product. The product is: [CH3:1][CH:2]([C:7]1[CH:12]=[CH:11][CH:10]=[CH:9][C:8]=1[NH:13][C:14]([C:16]1[C:20]([C:21]([F:24])([F:23])[F:22])=[CH:19][N:18]([CH3:25])[CH:17]=1)=[S:27])[CH2:3][CH:4]([CH3:6])[CH3:5]. (4) Given the reactants Br[C:2]1[C:3](=[O:9])[NH:4][C:5](=[O:8])[NH:6][CH:7]=1.[SH:10][CH2:11][C:12]([O:14][CH2:15][CH3:16])=[O:13].C(=O)([O-])[O-].[K+].[K+], predict the reaction product. The product is: [O:8]=[C:5]1[NH:4][C:3](=[O:9])[C:2]([S:10][CH2:11][C:12]([O:14][CH2:15][CH3:16])=[O:13])=[CH:7][NH:6]1. (5) Given the reactants [CH2:1]([N:4]1[C:12]2[C:7](=[N:8][C:9](I)=[C:10]([Cl:13])[CH:11]=2)[N:6]=[C:5]1[O:15][C@@H:16]1[CH2:20][O:19][C@@H:18]2[C@H:21]([O:24][Si:25]([C:28]([CH3:31])([CH3:30])[CH3:29])([CH3:27])[CH3:26])[CH2:22][O:23][C@H:17]12)[CH:2]=[CH2:3].[Br:32][C:33]1[CH:38]=[CH:37][C:36](B(O)O)=[CH:35][CH:34]=1.P([O-])([O-])([O-])=O.[K+].[K+].[K+].CCOC(C)=O.CCCCCC, predict the reaction product. The product is: [CH2:1]([N:4]1[C:12]2[C:7](=[N:8][C:9]([C:36]3[CH:37]=[CH:38][C:33]([Br:32])=[CH:34][CH:35]=3)=[C:10]([Cl:13])[CH:11]=2)[N:6]=[C:5]1[O:15][C@@H:16]1[CH2:20][O:19][C@@H:18]2[C@H:21]([O:24][Si:25]([C:28]([CH3:31])([CH3:30])[CH3:29])([CH3:27])[CH3:26])[CH2:22][O:23][C@H:17]12)[CH:2]=[CH2:3]. (6) The product is: [CH2:1]([C:3]1[CH:4]=[CH:5][C:6]([CH2:9][CH2:10][O:11][C:12]2[CH:17]=[CH:16][C:15]([CH2:18][C@H:19]3[S:23][C:22](=[O:24])[NH:21][C:20]3=[O:25])=[CH:14][CH:13]=2)=[N:7][CH:8]=1)[CH3:2]. Given the reactants [CH2:1]([C:3]1[CH:4]=[CH:5][C:6]([CH2:9][CH2:10][O:11][C:12]2[CH:17]=[CH:16][C:15](/[CH:18]=[C:19]3\[C:20](=[O:25])[NH:21][C:22](=[O:24])[S:23]\3)=[CH:14][CH:13]=2)=[N:7][CH:8]=1)[CH3:2].CN(C1C=CC=CN=1)CCOC1C=CC(CC2SC(=O)NC2=O)=CC=1, predict the reaction product. (7) Given the reactants [OH-].[Na+].[CH3:3][C:4]1([CH3:22])[O:8][CH:7]([CH2:9][NH:10][S:11]([C:14]2[CH:19]=[CH:18][C:17]([CH:20]=O)=[CH:16][CH:15]=2)(=[O:13])=[O:12])[CH2:6][O:5]1.[Cl:23][C:24]1[CH:29]=[CH:28][C:27]([C:30](=[O:32])[CH3:31])=[C:26]([NH:33][C:34]2[CH:39]=[CH:38][CH:37]=[CH:36][CH:35]=2)[CH:25]=1, predict the reaction product. The product is: [Cl:23][C:24]1[CH:29]=[CH:28][C:27]([C:30](=[O:32])/[CH:31]=[CH:20]/[C:17]2[CH:18]=[CH:19][C:14]([S:11]([NH:10][CH2:9][CH:7]3[CH2:6][O:5][C:4]([CH3:22])([CH3:3])[O:8]3)(=[O:13])=[O:12])=[CH:15][CH:16]=2)=[C:26]([NH:33][C:34]2[CH:35]=[CH:36][CH:37]=[CH:38][CH:39]=2)[CH:25]=1.